The task is: Predict the reaction yield, written as a fraction of the theoretical maximum amount of product (1.0 means a 100% yield; for example, 0.34 means a 34% yield).. This data is from Reaction yield outcomes from USPTO patents with 853,638 reactions. (1) The reactants are Br[CH2:2][C:3]1[CH:4]=[C:5]([CH:10]=[CH:11][CH:12]=1)[C:6]([O:8][CH3:9])=[O:7].[C-:13]#[N:14].[K+]. The catalyst is C(#N)C.C1OCCOCCOCCOCCOCCOC1. The product is [C:13]([CH2:2][C:3]1[CH:4]=[C:5]([CH:10]=[CH:11][CH:12]=1)[C:6]([O:8][CH3:9])=[O:7])#[N:14]. The yield is 0.910. (2) The reactants are [C:1]([O:5][C:6](=[O:21])[NH:7][C@@H:8]([C:10]1[CH:19]=[CH:18][C:17]2[C:12](=[CH:13][C:14](Br)=[CH:15][CH:16]=2)[N:11]=1)[CH3:9])([CH3:4])([CH3:3])[CH3:2].[CH3:22][O:23][C:24]([C:26]1([CH:32]=[CH2:33])[CH2:31][O:30][CH2:29][CH2:28][O:27]1)=[O:25].C1(C)C=CC=CC=1P(C1C=CC=CC=1C)C1C=CC=CC=1C.C1(CNCC2CCCCC2)CCCCC1. The catalyst is C(#N)C.C([O-])(=O)C.[Pd+2].C([O-])(=O)C. The product is [CH3:22][O:23][C:24]([C:26]1(/[CH:32]=[CH:33]/[C:14]2[CH:13]=[C:12]3[C:17]([CH:18]=[CH:19][C:10]([C@H:8]([NH:7][C:6]([O:5][C:1]([CH3:4])([CH3:3])[CH3:2])=[O:21])[CH3:9])=[N:11]3)=[CH:16][CH:15]=2)[CH2:31][O:30][CH2:29][CH2:28][O:27]1)=[O:25]. The yield is 0.400. (3) The reactants are [C:1]([O:5][C:6]([N:8]1[C@@H:12]([CH2:13][C:14]2[CH:19]=[CH:18][CH:17]=[CH:16][CH:15]=2)[C:11](=[O:20])[O:10][CH2:9]1)=[O:7])([CH3:4])([CH3:3])[CH3:2].Br[CH2:22][Cl:23].C([Li])CCC.S([O-])(O)(=O)=O.[K+]. The catalyst is CCCCCC.O1CCCC1. The product is [C:1]([O:5][C:6]([N:8]1[C@@H:12]([CH2:13][C:14]2[CH:15]=[CH:16][CH:17]=[CH:18][CH:19]=2)[C:11]([CH2:22][Cl:23])([OH:20])[O:10][CH2:9]1)=[O:7])([CH3:4])([CH3:2])[CH3:3]. The yield is 1.00.